Dataset: Full USPTO retrosynthesis dataset with 1.9M reactions from patents (1976-2016). Task: Predict the reactants needed to synthesize the given product. (1) Given the product [CH2:10]([CH:4]1[CH2:5][CH2:6][CH2:7][S:1]1(=[O:3])=[O:2])[C:9]#[CH:8], predict the reactants needed to synthesize it. The reactants are: [S:1]1([CH2:7][CH2:6][CH2:5][CH2:4]1)(=[O:3])=[O:2].[CH2:8]([Li])[CH2:9][CH2:10]C.C(Br)C#C. (2) Given the product [ClH:21].[ClH:21].[N:1]1([CH2:6][C@H:7]2[CH2:8][CH2:9][C@H:10]([NH2:13])[CH2:11][CH2:12]2)[CH2:5][CH2:4][CH2:3][CH2:2]1, predict the reactants needed to synthesize it. The reactants are: [N:1]1([CH2:6][C@H:7]2[CH2:12][CH2:11][C@H:10]([NH:13]C(=O)OC(C)(C)C)[CH2:9][CH2:8]2)[CH2:5][CH2:4][CH2:3][CH2:2]1.[ClH:21].O. (3) Given the product [NH:1]([C:8]1[C:13]([Br:14])=[CH:12][N:11]=[C:10]([NH:15][C:16]2[CH:17]=[CH:18][C:19]([O:22][CH2:36][CH:33]3[CH2:34][CH2:35][N:30]([C:28]([O:27][C:23]([CH3:24])([CH3:26])[CH3:25])=[O:29])[CH2:31][CH2:32]3)=[CH:20][CH:21]=2)[N:9]=1)[C:2]1[CH:7]=[CH:6][CH:5]=[CH:4][CH:3]=1, predict the reactants needed to synthesize it. The reactants are: [NH:1]([C:8]1[C:13]([Br:14])=[CH:12][N:11]=[C:10]([NH:15][C:16]2[CH:21]=[CH:20][C:19]([OH:22])=[CH:18][CH:17]=2)[N:9]=1)[C:2]1[CH:7]=[CH:6][CH:5]=[CH:4][CH:3]=1.[C:23]([O:27][C:28]([N:30]1[CH2:35][CH2:34][CH:33]([CH2:36]OS(C2C=CC(C)=CC=2)(=O)=O)[CH2:32][CH2:31]1)=[O:29])([CH3:26])([CH3:25])[CH3:24]. (4) Given the product [C:4]([O:8][C:9]([N:11]1[CH2:16][CH2:15][CH:14]([C:17]([C:19]2[S:20][C:21]([CH2:25][O:26][CH3:27])=[CH:22][C:23]=2[Br:24])=[N:2][OH:3])[CH2:13][CH2:12]1)=[O:10])([CH3:7])([CH3:6])[CH3:5], predict the reactants needed to synthesize it. The reactants are: Cl.[NH2:2][OH:3].[C:4]([O:8][C:9]([N:11]1[CH2:16][CH2:15][CH:14]([C:17]([C:19]2[S:20][C:21]([CH2:25][O:26][CH3:27])=[CH:22][C:23]=2[Br:24])=O)[CH2:13][CH2:12]1)=[O:10])([CH3:7])([CH3:6])[CH3:5].Cl.